Dataset: Forward reaction prediction with 1.9M reactions from USPTO patents (1976-2016). Task: Predict the product of the given reaction. (1) Given the reactants [CH3:1][N:2]([CH3:18])[CH2:3][CH2:4][O:5][C:6]1[CH:11]=[CH:10][C:9]([CH2:12][CH2:13][C:14](OC)=[O:15])=[CH:8][CH:7]=1.[Li+].[BH4-], predict the reaction product. The product is: [CH3:18][N:2]([CH3:1])[CH2:3][CH2:4][O:5][C:6]1[CH:11]=[CH:10][C:9]([CH2:12][CH2:13][CH2:14][OH:15])=[CH:8][CH:7]=1. (2) Given the reactants [CH2:1]([O:8][C:9]([C@H:11]1[CH2:15][CH2:14][CH2:13][N:12]1[C:16](=[O:19])[CH:17]=[CH2:18])=[O:10])[C:2]1[CH:7]=[CH:6][CH:5]=[CH:4][CH:3]=1.[CH:20]1([CH2:23][NH2:24])[CH2:22][CH2:21]1, predict the reaction product. The product is: [CH2:1]([O:8][C:9]([C@H:11]1[CH2:15][CH2:14][CH2:13][N:12]1[C:16](=[O:19])[CH2:17][CH2:18][N:24]([CH2:18][CH2:17][C:16]([N:12]1[CH2:13][CH2:14][CH2:15][C@@H:11]1[C:9]([O:8][CH2:1][C:2]1[CH:3]=[CH:4][CH:5]=[CH:6][CH:7]=1)=[O:10])=[O:19])[CH2:23][CH:20]1[CH2:22][CH2:21]1)=[O:10])[C:2]1[CH:3]=[CH:4][CH:5]=[CH:6][CH:7]=1. (3) Given the reactants [Br:1][CH2:2][CH:3]([OH:6])[CH2:4][OH:5].[C:7]([NH:17][C@H:18]([C:22](O)=[O:23])[CH:19]([CH3:21])[CH3:20])([O:9][CH2:10][C:11]1[CH:16]=[CH:15][CH:14]=[CH:13][CH:12]=1)=[O:8].C1CCC(N=C=NC2CCCCC2)CC1, predict the reaction product. The product is: [Br:1][CH2:2][CH:3]([OH:6])[CH2:4][O:5][C:22](=[O:23])[C@H:18]([CH:19]([CH3:20])[CH3:21])[NH:17][C:7]([O:9][CH2:10][C:11]1[CH:16]=[CH:15][CH:14]=[CH:13][CH:12]=1)=[O:8]. (4) Given the reactants COC[O:4][CH2:5][CH:6]1[CH:11]([N:12]2[C:20](=[O:21])[C:19]3[C:14](=[CH:15][CH:16]=[CH:17][CH:18]=3)[C:13]2=[O:22])[CH2:10][CH:9]2[CH2:23][CH:7]1[C:8]2([CH3:25])[CH3:24], predict the reaction product. The product is: [OH:4][CH2:5][CH:6]1[CH:11]([N:12]2[C:13](=[O:22])[C:14]3[C:19](=[CH:18][CH:17]=[CH:16][CH:15]=3)[C:20]2=[O:21])[CH2:10][CH:9]2[CH2:23][CH:7]1[C:8]2([CH3:25])[CH3:24]. (5) Given the reactants [CH2:1]([O:3][C:4]([CH:6]1[CH2:11][CH2:10][N:9]([C:12]2[CH:17]=[C:16]([O:18][C:19]3[N:20]([CH3:28])[N:21]=[C:22]([C:24]([F:27])([F:26])[F:25])[CH:23]=3)[N:15]=[CH:14][N:13]=2)[CH2:8][CH2:7]1)=[O:5])[CH3:2].C1C(=O)N([Br:36])C(=O)C1, predict the reaction product. The product is: [CH2:1]([O:3][C:4]([CH:6]1[CH2:7][CH2:8][N:9]([C:12]2[C:17]([Br:36])=[C:16]([O:18][C:19]3[N:20]([CH3:28])[N:21]=[C:22]([C:24]([F:26])([F:27])[F:25])[CH:23]=3)[N:15]=[CH:14][N:13]=2)[CH2:10][CH2:11]1)=[O:5])[CH3:2]. (6) Given the reactants [CH3:1][O:2][C:3]1[CH:4]=[C:5]([CH:9]=[CH:10][CH:11]=1)C[Mg]Br.[Cl:12][C:13]1[CH:28]=[CH:27][C:16]([CH2:17][N:18]2[C:23](=[O:24])[CH:22]=[CH:21][C:20]([CH:25]=[O:26])=[CH:19]2)=[CH:15][CH:14]=1, predict the reaction product. The product is: [Cl:12][C:13]1[CH:14]=[CH:15][C:16]([CH2:17][N:18]2[CH:19]=[C:20]([CH:25]([OH:26])[C:10]3[CH:9]=[CH:5][CH:4]=[C:3]([O:2][CH3:1])[CH:11]=3)[CH:21]=[CH:22][C:23]2=[O:24])=[CH:27][CH:28]=1. (7) Given the reactants [CH3:1][C:2]1[NH:6][C:5]2[CH:7]=[CH:8][C:9]([C:11]([OH:13])=[O:12])=[CH:10][C:4]=2[N:3]=1.[C:14](O[C:14]([O:16][C:17]([CH3:20])([CH3:19])[CH3:18])=[O:15])([O:16][C:17]([CH3:20])([CH3:19])[CH3:18])=[O:15], predict the reaction product. The product is: [C:17]([O:16][C:14]([N:6]1[C:5]2[CH:7]=[CH:8][C:9]([C:11]([OH:13])=[O:12])=[CH:10][C:4]=2[N:3]=[C:2]1[CH3:1])=[O:15])([CH3:20])([CH3:19])[CH3:18].